Dataset: Peptide-MHC class II binding affinity with 134,281 pairs from IEDB. Task: Regression. Given a peptide amino acid sequence and an MHC pseudo amino acid sequence, predict their binding affinity value. This is MHC class II binding data. The peptide sequence is ILNTWLVKPGAGIMI. The MHC is HLA-DQA10401-DQB10402 with pseudo-sequence HLA-DQA10401-DQB10402. The binding affinity (normalized) is 0.102.